The task is: Regression. Given two drug SMILES strings and cell line genomic features, predict the synergy score measuring deviation from expected non-interaction effect.. This data is from NCI-60 drug combinations with 297,098 pairs across 59 cell lines. (1) Drug 1: COC1=CC(=CC(=C1O)OC)C2C3C(COC3=O)C(C4=CC5=C(C=C24)OCO5)OC6C(C(C7C(O6)COC(O7)C8=CC=CS8)O)O. Drug 2: C1=CC(=CC=C1CC(C(=O)O)N)N(CCCl)CCCl.Cl. Cell line: UACC62. Synergy scores: CSS=35.7, Synergy_ZIP=-2.83, Synergy_Bliss=-0.596, Synergy_Loewe=-14.5, Synergy_HSA=1.79. (2) Cell line: OVCAR3. Drug 2: CC1C(C(CC(O1)OC2CC(CC3=C2C(=C4C(=C3O)C(=O)C5=C(C4=O)C(=CC=C5)OC)O)(C(=O)CO)O)N)O.Cl. Synergy scores: CSS=21.9, Synergy_ZIP=-0.254, Synergy_Bliss=-1.69, Synergy_Loewe=-14.8, Synergy_HSA=-3.62. Drug 1: CCN(CC)CCNC(=O)C1=C(NC(=C1C)C=C2C3=C(C=CC(=C3)F)NC2=O)C. (3) Drug 1: C1=CN(C=N1)CC(O)(P(=O)(O)O)P(=O)(O)O. Drug 2: C1CCC(C(C1)N)N.C(=O)(C(=O)[O-])[O-].[Pt+4]. Cell line: UACC-257. Synergy scores: CSS=5.01, Synergy_ZIP=-2.93, Synergy_Bliss=-0.971, Synergy_Loewe=-1.13, Synergy_HSA=0.0520. (4) Drug 1: CS(=O)(=O)CCNCC1=CC=C(O1)C2=CC3=C(C=C2)N=CN=C3NC4=CC(=C(C=C4)OCC5=CC(=CC=C5)F)Cl. Drug 2: C#CCC(CC1=CN=C2C(=N1)C(=NC(=N2)N)N)C3=CC=C(C=C3)C(=O)NC(CCC(=O)O)C(=O)O. Cell line: SN12C. Synergy scores: CSS=11.4, Synergy_ZIP=-3.91, Synergy_Bliss=-4.67, Synergy_Loewe=-6.48, Synergy_HSA=-2.43.